The task is: Predict the reaction yield, written as a fraction of the theoretical maximum amount of product (1.0 means a 100% yield; for example, 0.34 means a 34% yield).. This data is from Reaction yield outcomes from USPTO patents with 853,638 reactions. The reactants are F[C:2](F)(F)[C:3]([O-])=O.[C:8]([NH:11][C:12]1[S:19][C:15]2[CH2:16][NH2+:17][CH2:18][C:14]=2[C:13]=1[C:20]1[S:21][C:22]2[CH:28]=[CH:27][CH:26]=[CH:25][C:23]=2[N:24]=1)(=[O:10])[CH3:9].C(=O)C.C(O)(=O)C.C(O[BH-](OC(=O)C)OC(=O)C)(=O)C.[Na+].[Cl:50]C(Cl)C. The catalyst is ClCCl.CO.Cl. The product is [Cl-:50].[C:8]([NH:11][C:12]1[S:19][C:15]2[CH2:16][NH+:17]([CH2:2][CH3:3])[CH2:18][C:14]=2[C:13]=1[C:20]1[S:21][C:22]2[CH:28]=[CH:27][CH:26]=[CH:25][C:23]=2[N:24]=1)(=[O:10])[CH3:9]. The yield is 0.170.